This data is from Full USPTO retrosynthesis dataset with 1.9M reactions from patents (1976-2016). The task is: Predict the reactants needed to synthesize the given product. Given the product [Br:16][C:13]1[CH:14]=[CH:15][C:10]([CH2:9][N:8]2[C:7]3[CH:6]=[CH:5][C:4]([OH:17])=[CH:3][C:2]=3[N:1]=[C:20]2[C@H:21]2[CH2:22][CH2:23][CH2:24][CH2:25][C@H:26]2[C:18]([OH:28])=[O:19])=[CH:11][CH:12]=1, predict the reactants needed to synthesize it. The reactants are: [NH2:1][C:2]1[CH:3]=[C:4]([OH:17])[CH:5]=[CH:6][C:7]=1[NH:8][CH2:9][C:10]1[CH:15]=[CH:14][C:13]([Br:16])=[CH:12][CH:11]=1.[C:18]1(=[O:28])[C@@H:26]2[C@@H:21]([CH2:22][CH2:23][CH2:24][CH2:25]2)[C:20](=O)[O:19]1.Cl.C([O-])(O)=O.[Na+].